This data is from Reaction yield outcomes from USPTO patents with 853,638 reactions. The task is: Predict the reaction yield, written as a fraction of the theoretical maximum amount of product (1.0 means a 100% yield; for example, 0.34 means a 34% yield). The reactants are [H-].[Na+].[Cl:3][C:4]1[N:12]=[C:11]2[C:7]([NH:8][CH:9]=[N:10]2)=[C:6]([Cl:13])[N:5]=1.[CH2:14](Br)[C:15]1[CH:20]=[CH:19][CH:18]=[CH:17][CH:16]=1.O. The catalyst is CN(C)C=O. The product is [CH2:14]([N:10]1[CH:9]=[N:8][C:7]2[C:11]1=[N:12][C:4]([Cl:3])=[N:5][C:6]=2[Cl:13])[C:15]1[CH:20]=[CH:19][CH:18]=[CH:17][CH:16]=1.[CH2:14]([N:8]1[C:7]2[C:11](=[N:12][C:4]([Cl:3])=[N:5][C:6]=2[Cl:13])[N:10]=[CH:9]1)[C:15]1[CH:20]=[CH:19][CH:18]=[CH:17][CH:16]=1. The yield is 0.340.